Dataset: Full USPTO retrosynthesis dataset with 1.9M reactions from patents (1976-2016). Task: Predict the reactants needed to synthesize the given product. Given the product [CH3:13][C:14]1[CH:18]=[C:17]([CH3:19])[NH:16][C:15]=1/[CH:20]=[C:21]1\[C:22](=[O:30])[N:23]([C:7]([Cl:10])=[O:6])[C:24]2[C:29]\1=[CH:28][CH:27]=[CH:26][CH:25]=2, predict the reactants needed to synthesize it. The reactants are: ClC(Cl)(OC(=O)[O:6][C:7]([Cl:10])(Cl)Cl)Cl.[CH3:13][C:14]1[CH:18]=[C:17]([CH3:19])[NH:16][C:15]=1/[CH:20]=[C:21]1\[C:22](=[O:30])[NH:23][C:24]2[C:29]\1=[CH:28][CH:27]=[CH:26][CH:25]=2.